Dataset: Forward reaction prediction with 1.9M reactions from USPTO patents (1976-2016). Task: Predict the product of the given reaction. (1) Given the reactants [CH3:1][C:2]1[CH:7]=[CH:6][N:5]=[CH:4][CH:3]=1.[Li+].CC([N-]C(C)C)C.[Br:16][C:17]1[CH:28]=[CH:27][C:20]([C:21](N(OC)C)=[O:22])=[C:19]([F:29])[CH:18]=1.[Li].CC1C=CN=CC=1, predict the reaction product. The product is: [Br:16][C:17]1[CH:28]=[CH:27][C:20]([C:21](=[O:22])[CH2:1][C:2]2[CH:7]=[CH:6][N:5]=[CH:4][CH:3]=2)=[C:19]([F:29])[CH:18]=1. (2) Given the reactants CC(C)=O.OS(O)(=O)=O.O=[Cr](=O)=O.[F:14][C:15]1[CH:20]=[C:19]([O:21][CH3:22])[CH:18]=[CH:17][C:16]=1[CH:23]([C:25]1[CH:34]=[CH:33][C:32]2[C:27](=[CH:28][CH:29]=[C:30]([O:35][CH3:36])[CH:31]=2)[CH:26]=1)[OH:24].CC(C)=O, predict the reaction product. The product is: [F:14][C:15]1[CH:20]=[C:19]([O:21][CH3:22])[CH:18]=[CH:17][C:16]=1[C:23]([C:25]1[CH:34]=[CH:33][C:32]2[C:27](=[CH:28][CH:29]=[C:30]([O:35][CH3:36])[CH:31]=2)[CH:26]=1)=[O:24]. (3) Given the reactants Cl[C:2]1[C:3]2[C:4]3[O:15][CH:14]=[CH:13][C:5]=3[C:6](=[O:12])[NH:7][C:8]=2[N:9]=[CH:10][CH:11]=1.[NH2:16][C:17]1[CH:31]=[CH:30][C:20]([NH:21][C:22](=[O:29])[C:23]2[CH:28]=[CH:27][CH:26]=[CH:25][CH:24]=2)=[CH:19][CH:18]=1, predict the reaction product. The product is: [O:12]=[C:6]1[C:5]2[CH:13]=[CH:14][O:15][C:4]=2[C:3]2[C:2]([NH:16][C:17]3[CH:31]=[CH:30][C:20]([NH:21][C:22](=[O:29])[C:23]4[CH:28]=[CH:27][CH:26]=[CH:25][CH:24]=4)=[CH:19][CH:18]=3)=[CH:11][CH:10]=[N:9][C:8]=2[NH:7]1.